Task: Regression. Given two drug SMILES strings and cell line genomic features, predict the synergy score measuring deviation from expected non-interaction effect.. Dataset: NCI-60 drug combinations with 297,098 pairs across 59 cell lines (1) Cell line: BT-549. Drug 2: C1CNP(=O)(OC1)N(CCCl)CCCl. Synergy scores: CSS=37.3, Synergy_ZIP=0.889, Synergy_Bliss=-1.83, Synergy_Loewe=-51.0, Synergy_HSA=-2.27. Drug 1: CC=C1C(=O)NC(C(=O)OC2CC(=O)NC(C(=O)NC(CSSCCC=C2)C(=O)N1)C(C)C)C(C)C. (2) Drug 1: C#CCC(CC1=CN=C2C(=N1)C(=NC(=N2)N)N)C3=CC=C(C=C3)C(=O)NC(CCC(=O)O)C(=O)O. Drug 2: C1C(C(OC1N2C=NC(=NC2=O)N)CO)O. Cell line: MCF7. Synergy scores: CSS=8.77, Synergy_ZIP=-2.13, Synergy_Bliss=-2.38, Synergy_Loewe=0.534, Synergy_HSA=-0.240.